This data is from Peptide-MHC class II binding affinity with 134,281 pairs from IEDB. The task is: Regression. Given a peptide amino acid sequence and an MHC pseudo amino acid sequence, predict their binding affinity value. This is MHC class II binding data. (1) The peptide sequence is LGSQEGAMHTALTGA. The MHC is DRB1_0405 with pseudo-sequence DRB1_0405. The binding affinity (normalized) is 0.123. (2) The peptide sequence is FAVVDLNKMRAVWVD. The MHC is DRB1_0701 with pseudo-sequence DRB1_0701. The binding affinity (normalized) is 0.383. (3) The peptide sequence is TKQQVFIQSEDPPVL. The MHC is HLA-DQA10401-DQB10402 with pseudo-sequence HLA-DQA10401-DQB10402. The binding affinity (normalized) is 0.331. (4) The peptide sequence is RDLLLIVTRIVELLGR. The MHC is H-2-IAb with pseudo-sequence H-2-IAb. The binding affinity (normalized) is 0.155. (5) The peptide sequence is SQLVWMACHSMFE. The MHC is DRB1_0401 with pseudo-sequence DRB1_0401. The binding affinity (normalized) is 0.513. (6) The peptide sequence is EQKLIEKINAGFKAALAAAA. The MHC is DRB1_0101 with pseudo-sequence DRB1_0101. The binding affinity (normalized) is 0.995.